Predict the reaction yield, written as a fraction of the theoretical maximum amount of product (1.0 means a 100% yield; for example, 0.34 means a 34% yield). From a dataset of Reaction yield outcomes from USPTO patents with 853,638 reactions. (1) The reactants are [NH2:1][C:2]1[CH:3]=[C:4]([C:8]2[CH2:9][CH2:10][N:11]([C:14]([O:16][C:17]([CH3:20])([CH3:19])[CH3:18])=[O:15])[CH2:12][CH:13]=2)[CH:5]=[CH:6][CH:7]=1.C(N(C(C)C)CC)(C)C.[C:30](Cl)(=[O:34])[CH:31]([CH3:33])[CH3:32]. The catalyst is ClCCl. The product is [C:30]([NH:1][C:2]1[CH:3]=[C:4]([C:8]2[CH2:13][CH2:12][N:11]([C:14]([O:16][C:17]([CH3:20])([CH3:19])[CH3:18])=[O:15])[CH2:10][CH:9]=2)[CH:5]=[CH:6][CH:7]=1)(=[O:34])[CH:31]([CH3:33])[CH3:32]. The yield is 0.520. (2) The reactants are [Cl:1][C:2]1[CH:7]=[CH:6][C:5]([F:8])=[C:4]([F:9])[CH:3]=1.[N+:10]([O-])([OH:12])=[O:11]. No catalyst specified. The product is [Cl:1][C:2]1[CH:3]=[C:4]([F:9])[C:5]([F:8])=[CH:6][C:7]=1[N+:10]([O-:12])=[O:11]. The yield is 0.810. (3) The reactants are [CH2:1]([C:3]1[CH:4]([C:9]([O:11][CH2:12][CH3:13])=[O:10])[CH2:5][C:6](=[O:8])[CH:7]=1)[CH3:2]. The catalyst is [Pd].CCOC(C)=O. The product is [CH2:1]([CH:3]1[CH2:7][C:6](=[O:8])[CH2:5][CH:4]1[C:9]([O:11][CH2:12][CH3:13])=[O:10])[CH3:2]. The yield is 0.990. (4) The reactants are [Cl-].[Al+3].[Cl-].[Cl-].[C:5](Cl)(=[O:7])[CH3:6].[Br:9][C:10]1[CH:15]=[CH:14][C:13]([OH:16])=[CH:12][CH:11]=1. The catalyst is C(Cl)Cl. The product is [C:5]([O:16][C:13]1[CH:14]=[CH:15][C:10]([Br:9])=[CH:11][CH:12]=1)(=[O:7])[CH3:6]. The yield is 0.850. (5) The reactants are Br[C:2]1[S:3][CH:4]=[CH:5][C:6]=1[C:7]([O:9]C)=O.Cl.[NH2:12][C:13]1[CH:18]=[C:17]([C:19]([O:21][CH3:22])=[O:20])[CH:16]=[CH:15][C:14]=1B(O)O.C([O-])(=O)C.[Na+].O. The catalyst is CN(C=O)C.C1C=CC(P(C2C=CC=CC=2)[C-]2C=CC=C2)=CC=1.C1C=CC(P(C2C=CC=CC=2)[C-]2C=CC=C2)=CC=1.Cl[Pd]Cl.[Fe+2]. The product is [O:9]=[C:7]1[C:6]2[CH:5]=[CH:4][S:3][C:2]=2[C:14]2[CH:15]=[CH:16][C:17]([C:19]([O:21][CH3:22])=[O:20])=[CH:18][C:13]=2[NH:12]1. The yield is 0.500. (6) The reactants are [F:1][C@H:2]1[CH2:7][CH2:6][C@H:5]([CH2:8][C@H:9]([NH:23]C(=O)OC(C)(C)C)[CH2:10][N:11]([C:13]([O:15][CH2:16][C:17]2[CH:22]=[CH:21][CH:20]=[CH:19][CH:18]=2)=[O:14])[CH3:12])[CH2:4][CH2:3]1. The catalyst is C(O)(C(F)(F)F)=O.C(Cl)Cl. The product is [NH2:23][C@@H:9]([CH2:8][C@H:5]1[CH2:4][CH2:3][C@@H:2]([F:1])[CH2:7][CH2:6]1)[CH2:10][N:11]([CH3:12])[C:13](=[O:14])[O:15][CH2:16][C:17]1[CH:18]=[CH:19][CH:20]=[CH:21][CH:22]=1. The yield is 0.950.